From a dataset of Reaction yield outcomes from USPTO patents with 853,638 reactions. Predict the reaction yield, written as a fraction of the theoretical maximum amount of product (1.0 means a 100% yield; for example, 0.34 means a 34% yield). (1) The reactants are [N+:1]([C:4]1[CH:9]=[CH:8][C:7]([CH2:10][CH2:11][C:12](=[O:17])[CH2:13][C:14](=[O:16])[CH3:15])=[CH:6][CH:5]=1)([O-])=O.[O:18]1[C:23](=[O:24])[CH2:22][CH2:21][CH2:20][C:19]1=[O:25]. The catalyst is O1CCCC1. The product is [O:17]=[C:12]([CH2:13][C:14](=[O:16])[CH3:15])[CH2:11][CH2:10][C:7]1[CH:8]=[CH:9][C:4]([NH:1][C:23]([CH2:22][CH2:21][CH2:20][C:19]([OH:25])=[O:18])=[O:24])=[CH:5][CH:6]=1. The yield is 0.970. (2) The reactants are Cl[C:2]([CH3:10])([CH2:4][CH2:5][C:6](Cl)([CH3:8])[CH3:7])[CH3:3].[CH3:11][O:12][C:13]1[CH:18]=[CH:17][CH:16]=[CH:15][C:14]=1[O:19][CH3:20].[Al+3].[Cl-].[Cl-].[Cl-]. The catalyst is ClCCCl. The product is [CH3:11][O:12][C:13]1[CH:18]=[C:17]2[C:16](=[CH:15][C:14]=1[O:19][CH3:20])[C:6]([CH3:8])([CH3:7])[CH2:5][CH2:4][C:2]2([CH3:10])[CH3:3]. The yield is 0.350.